This data is from Catalyst prediction with 721,799 reactions and 888 catalyst types from USPTO. The task is: Predict which catalyst facilitates the given reaction. (1) Reactant: C([O:8][C:9]1[C:13]([O:14]CC2C=CC=CC=2)=[C:12]([C:22]([N:24]2[CH2:29][CH2:28][N:27]([CH3:30])[CH2:26][CH2:25]2)=[O:23])[N:11]([C:31]2[CH:36]=[CH:35][C:34]([O:37][CH3:38])=[CH:33][CH:32]=2)[C:10]=1[C:39]([N:41]1[CH2:46][CH2:45][N:44]([CH3:47])[CH2:43][CH2:42]1)=[O:40])C1C=CC=CC=1.[H][H]. Product: [OH:8][C:9]1[C:13]([OH:14])=[C:12]([C:22]([N:24]2[CH2:25][CH2:26][N:27]([CH3:30])[CH2:28][CH2:29]2)=[O:23])[N:11]([C:31]2[CH:32]=[CH:33][C:34]([O:37][CH3:38])=[CH:35][CH:36]=2)[C:10]=1[C:39]([N:41]1[CH2:46][CH2:45][N:44]([CH3:47])[CH2:43][CH2:42]1)=[O:40]. The catalyst class is: 19. (2) Reactant: [ClH:1].C([N:9]1[CH2:14][CH2:13][CH:12]([C:15]([O:17][CH2:18][CH3:19])=[O:16])[C:11](=[O:20])[CH2:10]1)C1C=CC=CC=1. Product: [ClH:1].[O:20]=[C:11]1[CH:12]([C:15]([O:17][CH2:18][CH3:19])=[O:16])[CH2:13][CH2:14][NH:9][CH2:10]1. The catalyst class is: 29. (3) Reactant: [Br:1][C:2]1[CH:3]=[C:4]([CH:8]([F:35])[S:9]([N:12](CC2C=CC(OC)=CC=2OC)CC2C=CC(OC)=CC=2OC)(=[O:11])=[O:10])[CH:5]=[CH:6][CH:7]=1.C[Li].[CH3:38][C:39]([CH3:41])=[O:40].FC(F)(F)C(O)=O. Product: [Br:1][C:2]1[CH:3]=[C:4]([C:8]([F:35])([S:9]([NH2:12])(=[O:10])=[O:11])[C:39]([OH:40])([CH3:41])[CH3:38])[CH:5]=[CH:6][CH:7]=1. The catalyst class is: 165. (4) Reactant: [F:1][CH:2]([F:11])[C@@H:3]1[CH2:6][CH2:5][C@H:4]1[C:7]([O:9]C)=[O:8].[OH-].[Na+]. Product: [F:1][CH:2]([F:11])[C@@H:3]1[CH2:6][CH2:5][C@H:4]1[C:7]([OH:9])=[O:8]. The catalyst class is: 87.